From a dataset of Experimentally validated miRNA-target interactions with 360,000+ pairs, plus equal number of negative samples. Binary Classification. Given a miRNA mature sequence and a target amino acid sequence, predict their likelihood of interaction. (1) The miRNA is hsa-miR-103a-3p with sequence AGCAGCAUUGUACAGGGCUAUGA. The protein sequence of the target gene is MFSLKPPRPSFRSYLLPPAQTDDKISSEPKIKKLEPVLLPGEIVVNEVNFVRKCIATDTSQYDLWGKLICSNFKISFITDDPMPLQKFHYRNLLLGEHDVPLTCIEQIVTVNDHKRKQKVLGPNQKLKFNPTELIIYCKDFRIVRFRFDESGPESAKKVCLAIAHYSQPTDLQLLFAFEYVGKKYHNSANKVNGVSSGGGGVWSGAGSTGSQRTPLFETYSDWDRETKRTGASGWRVCSINEGYMISTCLPEYFVVPSSLADQDLKIFSHSFVGRRMPFWCWSHSNGSALVRMALIKDAL.... Result: 0 (no interaction). (2) The protein sequence of the target gene is MEGKPMRRCTNIRPGETGMDVTSRCTLGDPNKLPEGVPQPARMPYISDKHPRQTLEVINLLRKHRELCDVVLVVGAKKIYAHRVILSACSPYFRAMFTGELAESRQTEVVIRDIDERAMELLIDFAYTSQITVEEGNVQTLLPAACLLQLAEIQEACCEFLKRQLDPSNCLGIRAFADTHSCRELLRIADKFTQHNFQEVMESEEFMLLPANQLIDIISSDELNVRSEEQVFNAVMAWVKYSIQERRPQLPQVLQHVRLPLLSPKFLVGTVGSDPLIKSDEECRDLVDEAKNYLLLPQER.... Result: 1 (interaction). The miRNA is hsa-miR-93-5p with sequence CAAAGUGCUGUUCGUGCAGGUAG. (3) The miRNA is mmu-miR-8111 with sequence ACCGGGCAUGGUAGUGUACAC. The protein sequence of the target gene is MEETMKLATMEDTVEYCLFLIPDESRDSDKHKEILQKYIERIITRFAPMLVPYIWQNQPFNLKYKPGKGGVPAHMFGVTKFGDNIEDEWFIVYVIKQITKEFPELVARIEDNDGEFLLIEAADFLPKWLDPENSTNRVFFCHGELCIIPAPRKSGAESWLPTTPPTIPQALNIITAHSEKILASESIRAAVNRRIRGYPEKIQASLHRAHCFLPAGIVAVLKQRPRLVAAAVQAFYLRDPIDLRACRVFKTFLPETRIMTSVTFTKCLYAQLVQQRFVPDRRSGYRLPPPSDPQYRAHEL.... Result: 0 (no interaction). (4) The miRNA is mmu-let-7a-5p with sequence UGAGGUAGUAGGUUGUAUAGUU. The protein sequence of the target gene is MALWVTAVLALACLGGLAAPGPVPRSVSLPLTLKELIEELSNITQDQTPLCNGSMVWSVDLAAGGFCVALDSLTNISNCNAIYRTQRILHGLCNRKAPTTVSSLPDTKIEVAHFITKLLSYTKQLFRHGPF. Result: 1 (interaction).